Dataset: Full USPTO retrosynthesis dataset with 1.9M reactions from patents (1976-2016). Task: Predict the reactants needed to synthesize the given product. (1) Given the product [Br:1][C:2]1[CH:11]=[C:10]2[C:5]([CH2:6][CH2:7][CH:8]([CH2:13][C:14]3[CH:15]=[N:16][CH:17]=[CH:18][CH:19]=3)[C:9]2=[O:12])=[CH:4][CH:3]=1, predict the reactants needed to synthesize it. The reactants are: [Br:1][C:2]1[CH:11]=[C:10]2[C:5]([CH2:6][CH2:7]/[C:8](=[CH:13]\[C:14]3[CH:15]=[N:16][CH:17]=[CH:18][CH:19]=3)/[C:9]2=[O:12])=[CH:4][CH:3]=1. (2) Given the product [CH3:5][N:6]1[C:10]2[CH:11]=[CH:12][C:13]([C:15]3[CH2:20][S:19][C:18](=[O:21])[N:17]([CH2:43][CH2:42][NH:44][S:38]([C:32]4[CH:37]=[CH:36][CH:35]=[CH:34][CH:33]=4)(=[O:40])=[O:39])[N:16]=3)=[CH:14][C:9]=2[N:8]=[C:7]1[C:22]1[CH:27]=[CH:26][CH:25]=[C:24]([C:28]([F:31])([F:29])[F:30])[CH:23]=1, predict the reactants needed to synthesize it. The reactants are: ClCCl.Cl.[CH3:5][N:6]1[C:10]2[CH:11]=[CH:12][C:13]([C:15]3[CH2:20][S:19][C:18](=[O:21])[NH:17][N:16]=3)=[CH:14][C:9]=2[N:8]=[C:7]1[C:22]1[CH:27]=[CH:26][CH:25]=[C:24]([C:28]([F:31])([F:30])[F:29])[CH:23]=1.[C:32]1([S:38](Cl)(=[O:40])=[O:39])[CH:37]=[CH:36][CH:35]=[CH:34][CH:33]=1.[CH2:42]([N:44](CC)CC)[CH3:43]. (3) Given the product [Br:1][C:2]1[CH:7]=[CH:6][C:5](/[C:8](=[N:20]\[NH:19][C:13]2[CH:18]=[CH:17][CH:16]=[CH:15][CH:14]=2)/[CH2:9][CH3:10])=[C:4]([F:12])[CH:3]=1.[Br:1][C:2]1[CH:7]=[CH:6][C:5](/[C:8](=[N:20]/[NH:19][C:13]2[CH:18]=[CH:17][CH:16]=[CH:15][CH:14]=2)/[CH2:9][CH3:10])=[C:4]([F:12])[CH:3]=1, predict the reactants needed to synthesize it. The reactants are: [Br:1][C:2]1[CH:7]=[CH:6][C:5]([C:8](=O)[CH2:9][CH3:10])=[C:4]([F:12])[CH:3]=1.[C:13]1([NH:19][NH2:20])[CH:18]=[CH:17][CH:16]=[CH:15][CH:14]=1. (4) Given the product [NH2:1][C@H:2]1[CH2:7][CH2:6][CH2:5][CH2:4][C@H:3]1[NH:8][C:9]1[N:31]=[C:30]([NH:32][C:33]2[CH:38]=[CH:37][C:36]([N:39]3[CH:43]=[CH:42][CH:41]=[N:40]3)=[C:35]([F:44])[CH:34]=2)[C:29]([C:45]([NH2:47])=[O:46])=[CH:28][N:27]=1, predict the reactants needed to synthesize it. The reactants are: [NH2:1][C@@H:2]1[CH2:7][CH2:6][CH2:5][CH2:4][C@@H:3]1[NH:8][C:9](=O)OC(C)(C)C.N1(OC2[N:31]=[C:30]([NH:32][C:33]3[CH:38]=[CH:37][C:36]([N:39]4[CH:43]=[CH:42][CH:41]=[N:40]4)=[C:35]([F:44])[CH:34]=3)[C:29]([C:45]([NH2:47])=[O:46])=[CH:28][N:27]=2)C2C=CC=CC=2N=N1.CCN(C(C)C)C(C)C.O. (5) Given the product [CH3:19][O:20][C:21](=[O:47])[CH2:22][CH2:23][CH2:24][C:25]#[C:26][CH2:27][C@@H:28]1[C@@H:32]([CH2:33][OH:34])[CH2:31][N:30]([CH2:35][C:36]2[CH:41]=[CH:40][C:39]([O:42][CH3:43])=[CH:38][C:37]=2[O:44][CH3:45])[C:29]1=[O:46], predict the reactants needed to synthesize it. The reactants are: [F-].C([N+](CCCC)(CCCC)CCCC)CCC.[CH3:19][O:20][C:21](=[O:47])[CH2:22][CH2:23][CH2:24][C:25]#[C:26][CH2:27][C@@H:28]1[C@@H:32]([CH2:33][OH:34])[CH2:31][N:30]([CH2:35][C:36]2[CH:41]=[CH:40][C:39]([O:42][CH3:43])=[CH:38][C:37]=2[O:44][CH3:45])[C:29]1=[O:46].COC(=O)CCCC#CC[C@@H]1[C@@H](CO[Si](C(C)(C)C)(C)C)CN(CC2C=CC(OC)=CC=2OC)C1=O. (6) Given the product [F:10][C:8]1([F:11])[O:7][C:6]2[CH:12]=[CH:13][C:3]([CH2:2][C:14]#[N:15])=[CH:4][C:5]=2[O:9]1, predict the reactants needed to synthesize it. The reactants are: Cl[CH2:2][C:3]1[CH:13]=[CH:12][C:6]2[O:7][C:8]([F:11])([F:10])[O:9][C:5]=2[CH:4]=1.[C-:14]#[N:15].[Na+].O.C(OC)(C)(C)C.